The task is: Predict which catalyst facilitates the given reaction.. This data is from Catalyst prediction with 721,799 reactions and 888 catalyst types from USPTO. (1) Reactant: Cl[C:2]([O:4][CH2:5][CH2:6][CH2:7][CH3:8])=[O:3].[F:9][C:10]([F:45])([F:44])[C:11]1[CH:12]=[C:13]([CH:21]([C:38]2[N:39]=[N:40][N:41]([CH3:43])[N:42]=2)[N:22]2[C:31]3[C:26](=[CH:27][CH:28]=[C:29]([C:32]([F:35])([F:34])[F:33])[CH:30]=3)[NH:25][CH:24]([CH2:36][CH3:37])[CH2:23]2)[CH:14]=[C:15]([C:17]([F:20])([F:19])[F:18])[CH:16]=1.N1C=CC=CC=1. Product: [F:20][C:17]([F:18])([F:19])[C:15]1[CH:14]=[C:13]([CH:21]([C:38]2[N:39]=[N:40][N:41]([CH3:43])[N:42]=2)[N:22]2[C:31]3[C:26](=[CH:27][CH:28]=[C:29]([C:32]([F:34])([F:33])[F:35])[CH:30]=3)[N:25]([C:2]([O:4][CH2:5][CH2:6][CH2:7][CH3:8])=[O:3])[CH:24]([CH2:36][CH3:37])[CH2:23]2)[CH:12]=[C:11]([C:10]([F:45])([F:44])[F:9])[CH:16]=1. The catalyst class is: 326. (2) Product: [Cl:1][C:2]1[CH:3]=[C:4]([C:9]2[N:14]=[C:13]([CH3:15])[N:12]=[C:11]([S:19][CH2:20][C:21]([NH2:23])=[O:22])[C:10]=2[C:17]#[N:18])[CH:5]=[CH:6][C:7]=1[Cl:8]. Reactant: [Cl:1][C:2]1[CH:3]=[C:4]([C:9]2[N:14]=[C:13]([CH3:15])[N:12]=[C:11](Cl)[C:10]=2[C:17]#[N:18])[CH:5]=[CH:6][C:7]=1[Cl:8].[SH:19][CH2:20][C:21]([NH2:23])=[O:22].C(N(C(C)C)CC)(C)C. The catalyst class is: 429. (3) Reactant: [CH2:1]([O:3][C:4]([C:6]1[C:12]2[NH:13][C:14]3[CH:15]=[CH:16][CH:17]=[CH:18][C:19]=3[C:11]=2[CH2:10][CH:9]([C:20](O)=[O:21])[NH:8][CH:7]=1)=[O:5])[CH3:2].C1N=CN(C(N2C=NC=C2)=O)C=1.[NH:35]1[CH2:40][CH2:39][CH2:38][CH2:37][CH2:36]1. Product: [N:35]1([C:20]([CH:9]2[NH:8][CH:7]=[C:6]([C:4]([O:3][CH2:1][CH3:2])=[O:5])[C:12]3[NH:13][C:14]4[CH:15]=[CH:16][CH:17]=[CH:18][C:19]=4[C:11]=3[CH2:10]2)=[O:21])[CH2:40][CH2:39][CH2:38][CH2:37][CH2:36]1. The catalyst class is: 2. (4) Reactant: O=C1C2C(=CC=CC=2)[C:4](=[O:11])[N:3]1[CH2:12][C@@H:13]([CH3:41])[CH2:14][N:15]1[CH:20]=[C:19]([F:21])[CH:18]=[C:17]([C@H:22]2[CH2:26][CH2:25][CH2:24][N:23]2[C:27]2[CH:32]=[CH:31][N:30]3[N:33]=[CH:34][C:35](C(OC)=O)=[C:29]3[N:28]=2)[C:16]1=[O:40].NN. Product: [F:21][C:19]1[CH:18]=[C:17]2[C:16](=[O:40])[N:15]([CH:20]=1)[CH2:14][C@H:13]([CH3:41])[CH2:12][NH:3][C:4](=[O:11])[C:35]1=[C:29]3[N:28]=[C:27]([CH:32]=[CH:31][N:30]3[N:33]=[CH:34]1)[N:23]1[C@@H:22]2[CH2:26][CH2:25][CH2:24]1. The catalyst class is: 92. (5) The catalyst class is: 31. Reactant: [CH3:1][C:2]1([CH3:16])[C:6]([CH3:8])([CH3:7])[O:5][B:4]([C:9]2[CH:14]=[CH:13][CH:12]=[CH:11][C:10]=2[OH:15])[O:3]1.C([O-])([O-])=O.[Cs+].[Cs+].Br[CH2:24][C:25]1[CH:30]=[CH:29][CH:28]=[C:27]([F:31])[CH:26]=1. Product: [F:31][C:27]1[CH:26]=[C:25]([CH2:24][O:15][C:10]2[CH:11]=[CH:12][CH:13]=[CH:14][C:9]=2[B:4]2[O:3][C:2]([CH3:16])([CH3:1])[C:6]([CH3:7])([CH3:8])[O:5]2)[CH:30]=[CH:29][CH:28]=1. (6) Reactant: [Cl:1][C:2]1[CH:7]=[CH:6][C:5]([C:8]2[N:9]([C:17]3[CH:22]=[CH:21][C:20]([S:23](C)(=[O:25])=[O:24])=[CH:19][CH:18]=3)[CH:10]=[C:11]([C:13]([F:16])([F:15])[F:14])[N:12]=2)=[CH:4][CH:3]=1.C([Mg]Cl)CCC.C(B(CC)CC)C.C([O-])(=O)C.[Na+].[NH2:45]OS(O)(=O)=O. Product: [Cl:1][C:2]1[CH:7]=[CH:6][C:5]([C:8]2[N:9]([C:17]3[CH:22]=[CH:21][C:20]([S:23]([NH2:45])(=[O:25])=[O:24])=[CH:19][CH:18]=3)[CH:10]=[C:11]([C:13]([F:16])([F:15])[F:14])[N:12]=2)=[CH:4][CH:3]=1. The catalyst class is: 30. (7) Reactant: Cl[C:2]([O:4][CH2:5][CH3:6])=[O:3].[CH2:7]([N:14]1[CH2:19][CH2:18][C:17]([CH2:21][NH2:22])([OH:20])[CH2:16][CH2:15]1)[C:8]1[CH:13]=[CH:12][CH:11]=[CH:10][CH:9]=1.C(N(CC)CC)C. Product: [CH2:7]([N:14]1[CH2:15][CH2:16][C:17]([CH2:21][NH:22][C:2](=[O:3])[O:4][CH2:5][CH3:6])([OH:20])[CH2:18][CH2:19]1)[C:8]1[CH:9]=[CH:10][CH:11]=[CH:12][CH:13]=1. The catalyst class is: 4. (8) Reactant: COC[O:4][CH:5]([CH3:29])[C:6](=[O:28])[CH2:7][N:8]1[C:13]([C:14]2[CH:15]=[C:16]([CH3:20])[CH:17]=[CH:18][CH:19]=2)=[CH:12][C:11]([C:21]([F:24])([F:23])[F:22])=[C:10]([C:25]#[N:26])[C:9]1=[O:27].Cl. Product: [OH:4][CH:5]([CH3:29])[C:6](=[O:28])[CH2:7][N:8]1[C:13]([C:14]2[CH:15]=[C:16]([CH3:20])[CH:17]=[CH:18][CH:19]=2)=[CH:12][C:11]([C:21]([F:24])([F:22])[F:23])=[C:10]([C:25]#[N:26])[C:9]1=[O:27]. The catalyst class is: 5. (9) Reactant: [Cl:1][C:2]1[CH:7]=[CH:6][C:5]([C:8]2([CH3:20])[C:13]([C:14]([O:16][CH3:17])=[O:15])=[CH:12][CH2:11][CH:10]([CH2:18][OH:19])[CH2:9]2)=[CH:4][C:3]=1[C:21]([F:24])([F:23])[F:22].O.[C:26]1([CH3:36])[CH:31]=CC(S(O)(=O)=O)=C[CH:27]=1.CC(=C)C. Product: [C:26]([O:19][CH2:18][CH:10]1[CH2:9][C:8]([C:5]2[CH:6]=[CH:7][C:2]([Cl:1])=[C:3]([C:21]([F:22])([F:23])[F:24])[CH:4]=2)([CH3:20])[C:13]([C:14]([O:16][CH3:17])=[O:15])=[CH:12][CH2:11]1)([CH3:36])([CH3:31])[CH3:27]. The catalyst class is: 4.